From a dataset of Forward reaction prediction with 1.9M reactions from USPTO patents (1976-2016). Predict the product of the given reaction. The product is: [SH:1][C:2]1[N:10]=[CH:9][CH:8]=[CH:7][C:3]=1[C:4]([NH:11][CH2:12][C:13]1[S:14][CH:15]=[CH:16][CH:17]=1)=[O:6]. Given the reactants [SH:1][C:2]1[N:10]=[CH:9][CH:8]=[CH:7][C:3]=1[C:4]([OH:6])=O.[NH2:11][CH2:12][C:13]1[S:14][CH:15]=[CH:16][CH:17]=1.P(Cl)(Cl)Cl.C(Cl)Cl.CO, predict the reaction product.